This data is from Catalyst prediction with 721,799 reactions and 888 catalyst types from USPTO. The task is: Predict which catalyst facilitates the given reaction. Reactant: C([O:3][C:4]([C:6]1[N:7]([CH3:27])[N:8]=[C:9]([C:25]#[N:26])[C:10]=1[C:11]1[CH:16]=[CH:15][C:14]([C:17]2[CH:22]=[CH:21][CH:20]=[CH:19][C:18]=2[C:23]#[N:24])=[CH:13][CH:12]=1)=[O:5])C.[OH-].[Na+].Cl. Product: [C:25]([C:9]1[C:10]([C:11]2[CH:16]=[CH:15][C:14]([C:17]3[CH:22]=[CH:21][CH:20]=[CH:19][C:18]=3[C:23]#[N:24])=[CH:13][CH:12]=2)=[C:6]([C:4]([OH:5])=[O:3])[N:7]([CH3:27])[N:8]=1)#[N:26]. The catalyst class is: 14.